Dataset: Peptide-MHC class I binding affinity with 185,985 pairs from IEDB/IMGT. Task: Regression. Given a peptide amino acid sequence and an MHC pseudo amino acid sequence, predict their binding affinity value. This is MHC class I binding data. The peptide sequence is YQRRRRFAI. The MHC is HLA-A80:01 with pseudo-sequence HLA-A80:01. The binding affinity (normalized) is 0.0847.